Dataset: Forward reaction prediction with 1.9M reactions from USPTO patents (1976-2016). Task: Predict the product of the given reaction. (1) Given the reactants [CH3:1][NH:2][C:3]1[CH:8]=[CH:7][C:6]([C:9]([F:12])([F:11])[F:10])=[CH:5][C:4]=1[N+:13]([O-:15])=[O:14].[Br:16]N1C(=O)CCC1=O.C(=O)(O)[O-].[Na+], predict the reaction product. The product is: [Br:16][C:8]1[CH:7]=[C:6]([C:9]([F:12])([F:11])[F:10])[CH:5]=[C:4]([N+:13]([O-:15])=[O:14])[C:3]=1[NH:2][CH3:1]. (2) Given the reactants [CH3:1][C:2]1[NH:3][C:4]2[C:9]([CH:10]=1)=[CH:8][C:7]([NH2:11])=[CH:6][CH:5]=2.O.[C:13]1([CH3:23])C=CC(S(O)(=O)=O)=CC=1.[CH2:24]([NH:26][CH3:27])C, predict the reaction product. The product is: [CH3:1][C:2]1[NH:3][C:4]2[C:9]([CH:10]=1)=[CH:8][C:7]([N:11]=[CH:24][N:26]([CH2:13][CH3:23])[CH3:27])=[CH:6][CH:5]=2. (3) Given the reactants [CH2:1]([Cl:3])Cl.[CH3:4][CH:5]([O:11][C:12]1[CH:13]=[CH:14][CH:15]=[C:16]2[C:21]=1[N:20]=C[CH:18]=[CH:17]2)[CH2:6][C:7]([CH3:10])([CH3:9])[CH3:8].C1C=C(Cl)C=C(C(OO)=O)C=1, predict the reaction product. The product is: [Cl:3][C:1]1[CH:18]=[CH:17][C:16]2[C:21](=[C:12]([O:11][CH:5]([CH3:4])[CH2:6][C:7]([CH3:10])([CH3:9])[CH3:8])[CH:13]=[CH:14][CH:15]=2)[N:20]=1. (4) The product is: [Cl:1][C:2]1[CH:3]=[CH:4][C:5]([CH2:6][NH:7][CH:8]2[C:15]3[CH:14]=[C:13]([C:16]([OH:18])=[O:17])[NH:12][C:11]=3[CH2:10][CH2:9]2)=[CH:20][CH:21]=1. Given the reactants [Cl:1][C:2]1[CH:21]=[CH:20][C:5]([CH2:6][NH:7][CH:8]2[C:15]3[CH:14]=[C:13]([C:16]([O:18]C)=[O:17])[NH:12][C:11]=3[CH2:10][CH2:9]2)=[CH:4][CH:3]=1.[OH-].[Li+].CO, predict the reaction product.